This data is from Full USPTO retrosynthesis dataset with 1.9M reactions from patents (1976-2016). The task is: Predict the reactants needed to synthesize the given product. Given the product [CH2:31]([C@H:30]([NH:29][C:25]1[N:24]=[C:23]([Cl:44])[N:22]=[C:21]2[C:26]=1[N:27]=[CH:28][N:20]2[C@H:15]1[C@H:16]([OH:19])[C@H:17]([OH:18])[C@@H:13]([C:10]2[N:11]=[N:12][N:8]([CH2:1][C:2]3[CH:7]=[CH:6][CH:5]=[CH:4][CH:3]=3)[N:9]=2)[O:14]1)[CH2:47][OH:48])[C:32]1[CH:37]=[CH:36][CH:35]=[CH:34][CH:33]=1, predict the reactants needed to synthesize it. The reactants are: [CH2:1]([N:8]1[N:12]=[N:11][C:10]([C@@H:13]2[C@@H:17]([OH:18])[C@@H:16]([OH:19])[C@H:15]([N:20]3[CH:28]=[N:27][C:26]4[C:21]3=[N:22][C:23]([Cl:44])=[N:24][C:25]=4[NH:29][CH2:30][CH:31](C3C=CC=CC=3)[C:32]3[CH:37]=[CH:36][CH:35]=[CH:34][CH:33]=3)[O:14]2)=[N:9]1)[C:2]1[CH:7]=[CH:6][CH:5]=[CH:4][CH:3]=1.N[C@@H](CC1C=CC=CC=1)[CH2:47][OH:48].